Regression. Given two drug SMILES strings and cell line genomic features, predict the synergy score measuring deviation from expected non-interaction effect. From a dataset of NCI-60 drug combinations with 297,098 pairs across 59 cell lines. (1) Drug 1: C1=CC(=CC=C1CC(C(=O)O)N)N(CCCl)CCCl.Cl. Drug 2: CC(C)(C#N)C1=CC(=CC(=C1)CN2C=NC=N2)C(C)(C)C#N. Cell line: SNB-75. Synergy scores: CSS=-1.42, Synergy_ZIP=-1.24, Synergy_Bliss=-2.79, Synergy_Loewe=-5.16, Synergy_HSA=-5.16. (2) Drug 1: CN1C2=C(C=C(C=C2)N(CCCl)CCCl)N=C1CCCC(=O)O.Cl. Drug 2: CC1=C(C(=O)C2=C(C1=O)N3CC4C(C3(C2COC(=O)N)OC)N4)N. Cell line: HCT116. Synergy scores: CSS=35.7, Synergy_ZIP=-0.0421, Synergy_Bliss=-4.02, Synergy_Loewe=-38.2, Synergy_HSA=-2.73. (3) Drug 1: CC1=C2C(C(=O)C3(C(CC4C(C3C(C(C2(C)C)(CC1OC(=O)C(C(C5=CC=CC=C5)NC(=O)OC(C)(C)C)O)O)OC(=O)C6=CC=CC=C6)(CO4)OC(=O)C)OC)C)OC. Drug 2: C1=NNC2=C1C(=O)NC=N2. Cell line: A549. Synergy scores: CSS=28.5, Synergy_ZIP=-2.17, Synergy_Bliss=-7.94, Synergy_Loewe=-34.9, Synergy_HSA=-7.32.